This data is from Full USPTO retrosynthesis dataset with 1.9M reactions from patents (1976-2016). The task is: Predict the reactants needed to synthesize the given product. (1) The reactants are: [NH:1]1[C:9]2[C:4](=[CH:5][CH:6]=[CH:7][CH:8]=2)[CH:3]=[CH:2]1.[OH-].[Na+].[CH2:12]([C:14]1[CH:21]=[CH:20][C:17]([CH:18]=[O:19])=[CH:16][CH:15]=1)[CH3:13].O. Given the product [CH2:12]([C:14]1[CH:21]=[CH:20][C:17]([CH:18]([C:3]2[C:4]3[C:9](=[CH:8][CH:7]=[CH:6][CH:5]=3)[NH:1][CH:2]=2)[OH:19])=[CH:16][CH:15]=1)[CH3:13], predict the reactants needed to synthesize it. (2) The reactants are: C(Cl)(=O)C(Cl)=O.[C:7]1([CH2:13][N:14]2[CH2:19][CH2:18][O:17][CH:16]([C:20]([OH:22])=O)[CH2:15]2)[CH:12]=[CH:11][CH:10]=[CH:9][CH:8]=1.CN(C=O)C.C(N(CC)CC)C.[NH2:35][CH2:36][C:37]([C:39]1[CH:44]=[CH:43][C:42]([O:45][CH3:46])=[CH:41][CH:40]=1)=[O:38]. Given the product [CH3:46][O:45][C:42]1[CH:41]=[CH:40][C:39]([C:37](=[O:38])[CH2:36][NH:35][C:20]([CH:16]2[O:17][CH2:18][CH2:19][N:14]([CH2:13][C:7]3[CH:8]=[CH:9][CH:10]=[CH:11][CH:12]=3)[CH2:15]2)=[O:22])=[CH:44][CH:43]=1, predict the reactants needed to synthesize it.